Dataset: TCR-epitope binding with 47,182 pairs between 192 epitopes and 23,139 TCRs. Task: Binary Classification. Given a T-cell receptor sequence (or CDR3 region) and an epitope sequence, predict whether binding occurs between them. (1) The epitope is KPLEFGATSAAL. The TCR CDR3 sequence is CASSLMGVRDTEAFF. Result: 0 (the TCR does not bind to the epitope). (2) The epitope is IPIQASLPF. The TCR CDR3 sequence is CASGNRDRAYNEQFF. Result: 0 (the TCR does not bind to the epitope). (3) The epitope is TPINLVRDL. The TCR CDR3 sequence is CASSEPTSETLVEQYF. Result: 1 (the TCR binds to the epitope). (4) The epitope is YFPLQSYGF. The TCR CDR3 sequence is CASSSGPIYQPQHF. Result: 0 (the TCR does not bind to the epitope). (5) The TCR CDR3 sequence is CASSIGGNQPQHF. The epitope is CTELKLSDY. Result: 0 (the TCR does not bind to the epitope). (6) The epitope is KAYNVTQAF. The TCR CDR3 sequence is CASSSFGPSNLPQHF. Result: 0 (the TCR does not bind to the epitope). (7) The epitope is AVFDRKSDAK. The TCR CDR3 sequence is CASSPREIGNQPQHF. Result: 0 (the TCR does not bind to the epitope). (8) The epitope is FIAGLIAIV. The TCR CDR3 sequence is CASSLGDRGYQPQHF. Result: 1 (the TCR binds to the epitope). (9) The epitope is TAFTIPSI. The TCR CDR3 sequence is CASSFEGGGSLGEQYF. Result: 0 (the TCR does not bind to the epitope).